This data is from Full USPTO retrosynthesis dataset with 1.9M reactions from patents (1976-2016). The task is: Predict the reactants needed to synthesize the given product. (1) Given the product [C:42]([NH:1][C:2]1[CH:7]=[C:6]([O:8][C:9]2[C:14]([F:15])=[CH:13][C:12]([NH:16][C:17]([C:19]3[C:20](=[O:32])[N:21]([C:26]4[CH:27]=[CH:28][CH:29]=[CH:30][CH:31]=4)[N:22]([CH3:25])[C:23]=3[CH3:24])=[O:18])=[C:11]([F:33])[CH:10]=2)[CH:5]=[CH:4][N:3]=1)(=[O:41])[CH3:44], predict the reactants needed to synthesize it. The reactants are: [NH2:1][C:2]1[CH:7]=[C:6]([O:8][C:9]2[C:14]([F:15])=[CH:13][C:12]([NH:16][C:17]([C:19]3[C:20](=[O:32])[N:21]([C:26]4[CH:31]=[CH:30][CH:29]=[CH:28][CH:27]=4)[N:22]([CH3:25])[C:23]=3[CH3:24])=[O:18])=[C:11]([F:33])[CH:10]=2)[CH:5]=[CH:4][N:3]=1.CCN(CC)CC.[O:41](C(C)=O)[C:42]([CH3:44])=O. (2) Given the product [Cl:21][C:18]1[CH:19]=[CH:20][C:15]([C:14]2[C:9]([NH:8][CH2:7][C:6]([OH:36])=[O:5])=[N:10][CH:11]=[CH:12][CH:13]=2)=[CH:16][C:17]=1[C:22]([NH:24][CH2:25][C:26]12[CH2:35][CH:30]3[CH2:29][CH:28]([CH2:34][CH:32]([CH2:31]3)[CH2:33]1)[CH2:27]2)=[O:23], predict the reactants needed to synthesize it. The reactants are: CC([O:5][C:6](=[O:36])[CH2:7][NH:8][C:9]1[C:14]([C:15]2[CH:20]=[CH:19][C:18]([Cl:21])=[C:17]([C:22]([NH:24][CH2:25][C:26]34[CH2:35][CH:30]5[CH2:31][CH:32]([CH2:34][CH:28]([CH2:29]5)[CH2:27]3)[CH2:33]4)=[O:23])[CH:16]=2)=[CH:13][CH:12]=[CH:11][N:10]=1)(C)C.FC(F)(F)C(O)=O.C(=O)(O)[O-].[Na+]. (3) Given the product [OH:16][C:15]1[C:9]2[C@:8]3([CH3:35])[C:33](=[O:34])[C:4](/[C:1](=[N:42]/[O:41][CH2:38][C:39]#[CH:40])/[CH3:2])=[C:5]([OH:36])[CH:6]=[C:7]3[O:11][C:10]=2[C:12]([C:19]([NH:21][CH2:22][C:23]2[C:28]([CH3:29])=[CH:27][C:26]([OH:30])=[C:25]([CH3:31])[C:24]=2[CH3:32])=[O:20])=[C:13]([O:17][CH3:18])[CH:14]=1, predict the reactants needed to synthesize it. The reactants are: [C:1]([C:4]1[C:33](=[O:34])[C@@:8]2([CH3:35])[C:9]3[C:15]([OH:16])=[CH:14][C:13]([O:17][CH3:18])=[C:12]([C:19]([NH:21][CH2:22][C:23]4[C:28]([CH3:29])=[CH:27][C:26]([OH:30])=[C:25]([CH3:31])[C:24]=4[CH3:32])=[O:20])[C:10]=3[O:11][C:7]2=[CH:6][C:5]=1[OH:36])(=O)[CH3:2].Cl.[CH2:38]([O:41][NH2:42])[C:39]#[CH:40].C(=O)(O)[O-].[Na+]. (4) Given the product [C:1]([O:5][C:6]([CH:8]1[CH2:13][CH2:12][N:11]([C:14]2[C:22]([C:23]#[N:24])=[CH:21][C:17]([C:18]([O:20][CH2:26][C:27]([CH3:31])([CH3:30])[CH3:28])=[O:19])=[C:16]([CH3:25])[N:15]=2)[CH2:10][CH2:9]1)=[O:7])([CH3:4])([CH3:3])[CH3:2], predict the reactants needed to synthesize it. The reactants are: [C:1]([O:5][C:6]([CH:8]1[CH2:13][CH2:12][N:11]([C:14]2[C:22]([C:23]#[N:24])=[CH:21][C:17]([C:18]([OH:20])=[O:19])=[C:16]([CH3:25])[N:15]=2)[CH2:10][CH2:9]1)=[O:7])([CH3:4])([CH3:3])[CH3:2].[CH3:26][C:27]([CH3:31])([CH3:30])[CH2:28]O.CCN=C=NCCCN(C)C.C1C=CC2N(O)N=NC=2C=1.CCN(C(C)C)C(C)C. (5) Given the product [N+:31]([C:28]1[CH:27]=[CH:26][C:25]([O:23][C:20]2[CH:19]=[CH:18][C:17]([N:12]3[CH:16]=[N:15][CH:14]=[N:13]3)=[CH:22][CH:21]=2)=[CH:30][N:29]=1)([O-:33])=[O:32], predict the reactants needed to synthesize it. The reactants are: C(=O)([O-])[O-].[Cs+].[Cs+].CN(C)C=O.[N:12]1([C:17]2[CH:22]=[CH:21][C:20]([OH:23])=[CH:19][CH:18]=2)[CH:16]=[N:15][CH:14]=[N:13]1.Br[C:25]1[CH:26]=[CH:27][C:28]([N+:31]([O-:33])=[O:32])=[N:29][CH:30]=1. (6) Given the product [OH:9][CH2:8][CH:4]1[CH2:5][CH2:6][CH2:7][N:1]([C:13]([O:15][C:16]([CH3:19])([CH3:18])[CH3:17])=[O:14])[CH2:2][CH2:3]1, predict the reactants needed to synthesize it. The reactants are: [N:1]1([C:13]([O:15][C:16]([CH3:19])([CH3:18])[CH3:17])=[O:14])[CH2:7][CH2:6][CH2:5][CH:4]([C:8](OCC)=[O:9])[CH2:3][CH2:2]1.[H-].[H-].[H-].[H-].[Li+].[Al+3].